Dataset: Catalyst prediction with 721,799 reactions and 888 catalyst types from USPTO. Task: Predict which catalyst facilitates the given reaction. (1) Reactant: O.[N+:2]([C:5]1[CH:11]=[CH:10][C:8]([O-:9])=[CH:7][CH:6]=1)([O-:4])=[O:3].[Na+].Cl.[CH2:14]([N:16]([CH2:20][CH3:21])[CH2:17][CH2:18]Cl)[CH3:15].C(=O)([O-])[O-].[K+].[K+]. Product: [CH2:14]([N:16]([CH2:20][CH3:21])[CH2:17][CH2:18][O:9][C:8]1[CH:10]=[CH:11][C:5]([N+:2]([O-:4])=[O:3])=[CH:6][CH:7]=1)[CH3:15]. The catalyst class is: 113. (2) Product: [N:10]1[CH:15]=[CH:14][CH:13]=[C:12]([C:6]2[C:5]([NH2:9])=[CH:4][CH:3]=[C:2]([C:5]3[CH:6]=[N:7][CH:2]=[CH:3][CH:4]=3)[N:7]=2)[CH:11]=1. The catalyst class is: 77. Reactant: Br[C:2]1[N:7]=[C:6](Cl)[C:5]([NH2:9])=[CH:4][CH:3]=1.[N:10]1[CH:15]=[CH:14][CH:13]=[C:12](B(O)O)[CH:11]=1. (3) Reactant: [CH2:1]([N:8]1[C:17]2[C:12](=[CH:13][CH:14]=[C:15](Br)[CH:16]=2)[CH2:11][CH2:10][CH2:9]1)[C:2]1[CH:7]=[CH:6][CH:5]=[CH:4][CH:3]=1.C([Li])CCC.[Br:24][C:25]1[CH:26]=[CH:27][C:28]([CH:33]([CH3:35])[CH3:34])=[C:29]([CH:32]=1)[CH:30]=[O:31]. Product: [CH2:1]([N:8]1[C:17]2[C:12](=[CH:13][CH:14]=[C:15]([CH:30]([C:29]3[CH:32]=[C:25]([Br:24])[CH:26]=[CH:27][C:28]=3[CH:33]([CH3:35])[CH3:34])[OH:31])[CH:16]=2)[CH2:11][CH2:10][CH2:9]1)[C:2]1[CH:7]=[CH:6][CH:5]=[CH:4][CH:3]=1. The catalyst class is: 1. (4) Reactant: [Cl:1][C:2]1[CH:22]=[C:21]([Cl:23])[CH:20]=[CH:19][C:3]=1[CH2:4][N:5]1[C:9]([CH2:10][CH2:11][C:12]([OH:14])=O)=[CH:8][C:7]([O:15][CH:16]([CH3:18])[CH3:17])=[N:6]1.[CH2:24]([S:30]([NH2:33])(=[O:32])=[O:31])[CH2:25][CH2:26][CH2:27][CH2:28][CH3:29].N12CCCN=C1CCCCC2. Product: [Cl:1][C:2]1[CH:22]=[C:21]([Cl:23])[CH:20]=[CH:19][C:3]=1[CH2:4][N:5]1[C:9]([CH2:10][CH2:11][C:12]([NH:33][S:30]([CH2:24][CH2:25][CH2:26][CH2:27][CH2:28][CH3:29])(=[O:32])=[O:31])=[O:14])=[CH:8][C:7]([O:15][CH:16]([CH3:18])[CH3:17])=[N:6]1. The catalyst class is: 7.